Dataset: Full USPTO retrosynthesis dataset with 1.9M reactions from patents (1976-2016). Task: Predict the reactants needed to synthesize the given product. (1) Given the product [CH2:26]([O:25][C:23]([N:2]1[CH2:3][CH:4]=[C:5]([C:8]([O:10][CH2:11][CH3:12])=[O:9])[CH2:6][CH2:7]1)=[O:24])[CH3:27], predict the reactants needed to synthesize it. The reactants are: C[N:2]1[CH2:7][CH:6]=[C:5]([C:8]([O:10][CH2:11][CH3:12])=[O:9])[CH2:4][CH2:3]1.C(N(C(C)C)CC)(C)C.Cl[C:23]([O:25][CH2:26][CH3:27])=[O:24].C(=O)([O-])O.[Na+]. (2) Given the product [C:1]1([S:7]([N:10]2[CH2:14][CH:13]([C:15]([N:30]3[CH2:29][CH2:28][N:27]([C:31]4[N:36]=[CH:35][CH:34]=[CH:33][C:32]=4[C:37]#[N:38])[CH2:26][CH2:25]3)=[O:17])[N:12]([CH:18]3[CH2:19][CH2:20][CH2:21][CH2:22][CH2:23]3)[C:11]2=[O:24])(=[O:8])=[O:9])[CH:6]=[CH:5][CH:4]=[CH:3][CH:2]=1, predict the reactants needed to synthesize it. The reactants are: [C:1]1([S:7]([N:10]2[CH2:14][CH:13]([C:15]([OH:17])=O)[N:12]([CH:18]3[CH2:23][CH2:22][CH2:21][CH2:20][CH2:19]3)[C:11]2=[O:24])(=[O:9])=[O:8])[CH:6]=[CH:5][CH:4]=[CH:3][CH:2]=1.[CH2:25]1[NH:30][CH2:29][CH2:28][N:27]([C:31]2[N:36]=[CH:35][CH:34]=[CH:33][C:32]=2[C:37]#[N:38])[CH2:26]1. (3) Given the product [CH2:1]([O:8][C:9]1[CH:10]=[C:11]([OH:27])[CH:14]=[CH:15][C:16]=1[O:17][CH3:18])[C:2]1[CH:7]=[CH:6][CH:5]=[CH:4][CH:3]=1, predict the reactants needed to synthesize it. The reactants are: [CH2:1]([O:8][C:9]1[CH:10]=[C:11]([CH:14]=[CH:15][C:16]=1[O:17][CH3:18])C=O)[C:2]1[CH:7]=[CH:6][CH:5]=[CH:4][CH:3]=1.ClC1C=CC=C(C(OO)=[O:27])C=1.S([O-])([O-])(=O)=S.[Na+].[Na+].